Dataset: Catalyst prediction with 721,799 reactions and 888 catalyst types from USPTO. Task: Predict which catalyst facilitates the given reaction. (1) Reactant: [F:1][C:2]1[CH:3]=[CH:4][CH:5]=[C:6]2[C:11]=1[O:10][CH2:9][CH2:8][C:7]2=[CH:12][C:13](OCC)=O.[H-].[Al+3].[Li+].[H-].[H-].[H-].C(OCC)(=[O:26])C.O. Product: [F:1][C:2]1[CH:3]=[CH:4][CH:5]=[C:6]2[C:11]=1[O:10][CH2:9][CH2:8][C:7]2=[C:12]([OH:26])[CH3:13]. The catalyst class is: 27. (2) Reactant: [NH2:1][C:2]1[C:3]([CH3:19])=[C:4](/[CH:9]=[C:10](\[CH3:18])/[C:11]([O:13][C:14]([CH3:17])([CH3:16])[CH3:15])=[O:12])[CH:5]=[CH:6][C:7]=1[Cl:8].NC1C(C)=C(C=CC=1Cl)CC(=C)C(OC(C)(C)C)=O.[Mg].II.Cl.[OH-].[Na+]. Product: [NH2:1][C:2]1[C:3]([CH3:19])=[C:4]([CH2:9][CH:10]([CH3:18])[C:11]([O:13][C:14]([CH3:16])([CH3:15])[CH3:17])=[O:12])[CH:5]=[CH:6][C:7]=1[Cl:8]. The catalyst class is: 5. (3) Reactant: [OH:1][C:2]([CH3:23])([CH3:22])[C@@H:3]([NH:5][C:6]([C:8]1[C:16]2[C:11](=[N:12][CH:13]=[C:14]([C:17]3[CH2:21][CH2:20][CH2:19][CH:18]=3)[N:15]=2)[NH:10][CH:9]=1)=[O:7])[CH3:4]. Product: [OH:1][C:2]([CH3:22])([CH3:23])[C@@H:3]([NH:5][C:6]([C:8]1[C:16]2[C:11](=[N:12][CH:13]=[C:14]([CH:17]3[CH2:21][CH2:20][CH2:19][CH2:18]3)[N:15]=2)[NH:10][CH:9]=1)=[O:7])[CH3:4]. The catalyst class is: 45. (4) Reactant: [NH:1]1[CH2:6][CH2:5][C:4](=[O:7])[CH2:3][CH2:2]1.C([O-])([O-])=O.[K+].[K+].Br[CH2:15][C:16]1[CH:21]=[CH:20][C:19]([F:22])=[CH:18][CH:17]=1. Product: [F:22][C:19]1[CH:20]=[CH:21][C:16]([CH2:15][N:1]2[CH2:6][CH2:5][C:4](=[O:7])[CH2:3][CH2:2]2)=[CH:17][CH:18]=1. The catalyst class is: 47. (5) Reactant: [F:1][C:2]([F:25])([F:24])[C:3]1[CH:8]=[CH:7][N:6]=[C:5]([N:9]2[C@@H:16]3[C@@H:11]([CH2:12][CH2:13][N:14](C(OC(C)(C)C)=O)[CH2:15]3)[CH2:10]2)[N:4]=1.C(O)(C(F)(F)F)=O. Product: [F:25][C:2]([F:1])([F:24])[C:3]1[CH:8]=[CH:7][N:6]=[C:5]([N:9]2[C@@H:16]3[C@@H:11]([CH2:12][CH2:13][NH:14][CH2:15]3)[CH2:10]2)[N:4]=1. The catalyst class is: 2.